From a dataset of Retrosynthesis with 50K atom-mapped reactions and 10 reaction types from USPTO. Predict the reactants needed to synthesize the given product. (1) Given the product Cc1nc(NC(=O)CCCCc2ccccc2)sc1C(=O)NCc1ccccc1, predict the reactants needed to synthesize it. The reactants are: Cc1nc(N)sc1C(=O)NCc1ccccc1.O=C(Cl)CCCCc1ccccc1. (2) Given the product CC(C)(C)OC(=O)N1CCO[C@H](Cn2cc([N+](=O)[O-])cn2)C1, predict the reactants needed to synthesize it. The reactants are: CC(C)(C)OC(=O)N1CCO[C@H](COS(C)(=O)=O)C1.O=[N+]([O-])c1cn[nH]c1. (3) The reactants are: CC(C)(C)OC(=O)NCc1cc(C(F)(F)F)nn1CC1CC1. Given the product NCc1cc(C(F)(F)F)nn1CC1CC1, predict the reactants needed to synthesize it. (4) The reactants are: CCOC(=O)C(F)(F)Br.O=Cc1ccccc1. Given the product CCOC(=O)C(F)(F)C(O)c1ccccc1, predict the reactants needed to synthesize it. (5) Given the product CN1CCN(c2nc3ccc(Cl)cc3c(N)c2N)CC1, predict the reactants needed to synthesize it. The reactants are: CN1CCN(c2nc3ccc(Cl)cc3c(N)c2[N+](=O)[O-])CC1. (6) Given the product O=CCCCOn1cc(C(=O)N2CCCCC2)cn1, predict the reactants needed to synthesize it. The reactants are: O=C(c1cnn(OCCCC2OCCO2)c1)N1CCCCC1. (7) The reactants are: CO.O=C(CBr)N1[C@@H]2c3cc(F)ccc3Cc3ccccc3[C@H]2C[C@@H]1CNC(c1ccccc1)(c1ccccc1)c1ccccc1. Given the product COCC(=O)N1[C@@H]2c3cc(F)ccc3Cc3ccccc3[C@H]2C[C@@H]1CNC(c1ccccc1)(c1ccccc1)c1ccccc1, predict the reactants needed to synthesize it.